Dataset: Catalyst prediction with 721,799 reactions and 888 catalyst types from USPTO. Task: Predict which catalyst facilitates the given reaction. (1) Reactant: CCN(C(C)C)C(C)C.[F:10][C:11]1[CH:12]=[C:13]([C:17]2[O:21][N:20]=[C:19]([C:22]([OH:24])=O)[CH:18]=2)[CH:14]=[CH:15][CH:16]=1.C1(C2ON=C(C(O)=O)C=2)C=CC=CC=1.FC1C=C(C(=O)C)C=CC=1.C1C=CC2N(O)N=NC=2C=1.CCN=C=NCCCN(C)C.Cl.Cl.[NH2:72][CH2:73][C:74]([N:76]1[CH2:81][CH2:80][CH:79]([O:82][C:83]2[CH:88]=[CH:87][CH:86]=[C:85]([C:89]([F:92])([F:91])[F:90])[CH:84]=2)[CH2:78][CH2:77]1)=[O:75]. Product: [O:75]=[C:74]([N:76]1[CH2:77][CH2:78][CH:79]([O:82][C:83]2[CH:88]=[CH:87][CH:86]=[C:85]([C:89]([F:92])([F:90])[F:91])[CH:84]=2)[CH2:80][CH2:81]1)[CH2:73][NH:72][C:22]([C:19]1[CH:18]=[C:17]([C:13]2[CH:14]=[CH:15][CH:16]=[C:11]([F:10])[CH:12]=2)[O:21][N:20]=1)=[O:24]. The catalyst class is: 18. (2) The catalyst class is: 104. Product: [O:9]1[C:8]2[CH:7]=[CH:6][C:5]([C:14]3[CH:15]=[C:16]([NH2:17])[CH:18]=[CH:19][CH:20]=3)=[CH:4][C:3]=2[O:2][CH2:1]1. Reactant: [CH2:1]1[O:9][C:8]2[CH:7]=[CH:6][C:5](B(O)O)=[CH:4][C:3]=2[O:2]1.Br[C:14]1[CH:15]=[C:16]([CH:18]=[CH:19][CH:20]=1)[NH2:17].C([O-])([O-])=O.[Na+].[Na+].